From a dataset of Catalyst prediction with 721,799 reactions and 888 catalyst types from USPTO. Predict which catalyst facilitates the given reaction. (1) Reactant: [OH:1][CH:2]([C:4]1[CH:13]=[C:12]2[C:7]([CH:8]=[C:9]([NH:14]C(=O)OCC3C=CC=CC=3)[CH:10]=[N:11]2)=[N:6][CH:5]=1)[CH3:3]. Product: [NH2:14][C:9]1[CH:8]=[C:7]2[C:12]([CH:13]=[C:4]([CH:2]([OH:1])[CH3:3])[CH:5]=[N:6]2)=[N:11][CH:10]=1. The catalyst class is: 43. (2) Reactant: [N+:1]([C:4]1[CH:19]=[CH:18][C:7]2[N:8]=[C:9]([C:11]3[CH:16]=[CH:15][C:14]([CH3:17])=[CH:13][CH:12]=3)[O:10][C:6]=2[CH:5]=1)([O-])=O.[Cl-].[NH4+]. Product: [C:14]1([CH3:17])[CH:13]=[CH:12][C:11]([C:9]2[O:10][C:6]3[CH:5]=[C:4]([NH2:1])[CH:19]=[CH:18][C:7]=3[N:8]=2)=[CH:16][CH:15]=1. The catalyst class is: 190. (3) Reactant: C([N:8]1[CH2:13][CH2:12][CH2:11][C@@H:10]([N:14]([CH3:32])[C:15]2[N:20]=[CH:19][N:18]=[C:17]3[N:21]([CH2:24][O:25][CH2:26][CH2:27][Si:28]([CH3:31])([CH3:30])[CH3:29])[N:22]=[CH:23][C:16]=23)[CH2:9]1)C1C=CC=CC=1.C([O-])=O.[NH4+]. Product: [CH3:32][N:14]([C@@H:10]1[CH2:11][CH2:12][CH2:13][NH:8][CH2:9]1)[C:15]1[N:20]=[CH:19][N:18]=[C:17]2[N:21]([CH2:24][O:25][CH2:26][CH2:27][Si:28]([CH3:29])([CH3:30])[CH3:31])[N:22]=[CH:23][C:16]=12. The catalyst class is: 19. (4) Reactant: N[C:2]1[N:6]([CH3:7])[N:5]=[CH:4][C:3]=1[C:8]#[N:9].[BrH:10].N([O-])=O.[Na+]. Product: [Br:10][C:2]1[N:6]([CH3:7])[N:5]=[CH:4][C:3]=1[C:8]#[N:9]. The catalyst class is: 6.